From a dataset of Forward reaction prediction with 1.9M reactions from USPTO patents (1976-2016). Predict the product of the given reaction. (1) Given the reactants C[O:2][C:3](=[O:35])[C:4]1[CH:9]=[CH:8][C:7]([O:10][C:11]2[CH:12]=[N:13][C:14]([O:17][CH2:18][C:19]3[C:20]([C:27]4[C:32]([Cl:33])=[CH:31][CH:30]=[CH:29][C:28]=4[Cl:34])=[N:21][O:22][C:23]=3[CH:24]([CH3:26])[CH3:25])=[CH:15][CH:16]=2)=[CH:6][CH:5]=1.[OH-].[Na+].O, predict the reaction product. The product is: [Cl:33][C:32]1[CH:31]=[CH:30][CH:29]=[C:28]([Cl:34])[C:27]=1[C:20]1[C:19]([CH2:18][O:17][C:14]2[N:13]=[CH:12][C:11]([O:10][C:7]3[CH:6]=[CH:5][C:4]([C:3]([OH:35])=[O:2])=[CH:9][CH:8]=3)=[CH:16][CH:15]=2)=[C:23]([CH:24]([CH3:26])[CH3:25])[O:22][N:21]=1. (2) Given the reactants [CH3:1][C@@:2]12[C:21]([C:22]3[CH:23]=[N:24][CH:25]=[CH:26][CH:27]=3)=[CH:20][CH2:19][C@H:3]1[CH:4]1[C@H:9]([CH2:10][CH2:11]2)[C@:8]([CH2:13][CH2:14][C:15](O)=O)([CH3:12])[C:7](=O)[CH2:6][CH2:5]1.[NH3:28].[OH2:29], predict the reaction product. The product is: [CH3:12][C@@:8]12[C@H:9]3[CH2:10][CH2:11][C@@:2]4([CH3:1])[C@H:3]([C@@H:4]3[CH2:5][CH:6]=[C:7]1[NH:28][C:15](=[O:29])[CH2:14][CH2:13]2)[CH2:19][CH:20]=[C:21]4[C:22]1[CH:23]=[N:24][CH:25]=[CH:26][CH:27]=1. (3) The product is: [C:20]([O:19][C:18]([NH:17][CH:13]1[CH2:14][CH2:15][CH2:16][CH:12]1[CH2:11][NH:10][C:26](=[O:32])[C:27]([O:29][CH2:30][CH3:31])=[O:28])=[O:24])([CH3:21])([CH3:23])[CH3:22]. Given the reactants CCN(C(C)C)C(C)C.[NH2:10][CH2:11][CH:12]1[CH2:16][CH2:15][CH2:14][CH:13]1[NH:17][C:18](=[O:24])[O:19][C:20]([CH3:23])([CH3:22])[CH3:21].Cl[C:26](=[O:32])[C:27]([O:29][CH2:30][CH3:31])=[O:28], predict the reaction product. (4) Given the reactants [Cl:1][C:2]1[CH:7]=[CH:6][C:5]([CH:8]([C:26]2[CH:31]=[CH:30][C:29]([Cl:32])=[CH:28][CH:27]=2)[C:9]2[CH:10]=[C:11]3[C:16](=[CH:17][CH:18]=2)[N:15]=[CH:14][N:13]=[C:12]3[NH:19][CH:20]2[CH2:25][CH2:24][NH:23][CH2:22][CH2:21]2)=[CH:4][CH:3]=1.C(N(CC)CC)C.[C:40]([C:42]1[CH:47]=[CH:46][C:45]([S:48](Cl)(=[O:50])=[O:49])=[CH:44][CH:43]=1)#[N:41], predict the reaction product. The product is: [Cl:1][C:2]1[CH:7]=[CH:6][C:5]([CH:8]([C:26]2[CH:27]=[CH:28][C:29]([Cl:32])=[CH:30][CH:31]=2)[C:9]2[CH:10]=[C:11]3[C:16](=[CH:17][CH:18]=2)[N:15]=[CH:14][N:13]=[C:12]3[NH:19][CH:20]2[CH2:21][CH2:22][N:23]([S:48]([C:45]3[CH:44]=[CH:43][C:42]([C:40]#[N:41])=[CH:47][CH:46]=3)(=[O:50])=[O:49])[CH2:24][CH2:25]2)=[CH:4][CH:3]=1. (5) Given the reactants [NH:1]1[CH2:6][CH2:5][S:4](=[O:8])(=[O:7])[CH2:3][CH2:2]1.[H-].[Na+].[Br:11][C:12]1[CH:17]=[CH:16][C:15]([CH2:18]Br)=[CH:14][CH:13]=1, predict the reaction product. The product is: [Br:11][C:12]1[CH:17]=[CH:16][C:15]([CH2:18][N:1]2[CH2:6][CH2:5][S:4](=[O:8])(=[O:7])[CH2:3][CH2:2]2)=[CH:14][CH:13]=1. (6) Given the reactants [ClH:1].Cl.[C:3]1([NH2:11])[C:4]([NH2:10])=[CH:5][C:6]([NH2:9])=[CH:7][CH:8]=1.[OH:12][C:13]1[CH:14]=[C:15]([C:20]([C:22]([C:24]2[CH:29]=[CH:28][C:27]([OH:30])=[C:26]([OH:31])[CH:25]=2)=O)=O)[CH:16]=[CH:17][C:18]=1[OH:19].C(OCC)C, predict the reaction product. The product is: [ClH:1].[ClH:1].[OH:12][C:13]1[CH:14]=[C:15]([C:20]2[C:22]([C:24]3[CH:29]=[CH:28][C:27]([OH:30])=[C:26]([OH:31])[CH:25]=3)=[N:10][C:4]3[C:3](=[CH:8][CH:7]=[C:6]([NH2:9])[CH:5]=3)[N:11]=2)[CH:16]=[CH:17][C:18]=1[OH:19]. (7) Given the reactants I[C:2]1[C:10]2[O:9][CH2:8][C:7](=[O:11])[C:6]=2[CH:5]=[CH:4][C:3]=1[O:12][CH3:13].[C:14]([CH:16]1[CH2:21][CH2:20][N:19]([C:22]([O:24][C:25]([CH3:28])([CH3:27])[CH3:26])=[O:23])[CH2:18][CH2:17]1)#[CH:15], predict the reaction product. The product is: [CH3:13][O:12][C:3]1[CH:4]=[CH:5][C:6]2[C:7](=[O:11])[CH2:8][O:9][C:10]=2[C:2]=1[C:15]#[C:14][CH:16]1[CH2:17][CH2:18][N:19]([C:22]([O:24][C:25]([CH3:28])([CH3:27])[CH3:26])=[O:23])[CH2:20][CH2:21]1.